From a dataset of Forward reaction prediction with 1.9M reactions from USPTO patents (1976-2016). Predict the product of the given reaction. (1) The product is: [OH:3][C:4]([CH3:16])([CH3:15])[C:5]([C:7]1[CH:12]=[CH:11][C:10]([S:13][CH3:14])=[CH:9][CH:8]=1)=[O:6]. Given the reactants C[Si](C)(C)[O:3][C:4]([CH3:16])([CH3:15])[C:5]([C:7]1[CH:12]=[CH:11][C:10]([S:13][CH3:14])=[CH:9][CH:8]=1)=[O:6].[N+](CCCC)(CCCC)(CCCC)CCCC.[F-], predict the reaction product. (2) Given the reactants P([O-])([O-])([O-])=O.[K+].[K+].[K+].Cl[C:10]1[CH:11]=[CH:12][C:13]2[N:19]3[CH2:20][C@H:16]([CH2:17][CH2:18]3)[N:15]([C:21]([NH:23][C:24]3[CH:29]=[N:28][CH:27]=[CH:26][N:25]=3)=[O:22])[C:14]=2[N:30]=1.[CH3:31][N:32]1[CH:37]=[C:36](B2OC(C)(C)C(C)(C)O2)[CH:35]=[CH:34][C:33]1=[O:47].CC(C1C=C(C(C)C)C(C2C=CC=CC=2P(C2CCCCC2)C2CCCCC2)=C(C(C)C)C=1)C, predict the reaction product. The product is: [CH3:31][N:32]1[C:33](=[O:47])[CH:34]=[CH:35][C:36]([C:10]2[CH:11]=[CH:12][C:13]3[N:19]4[CH2:20][C@H:16]([CH2:17][CH2:18]4)[N:15]([C:21]([NH:23][C:24]4[CH:29]=[N:28][CH:27]=[CH:26][N:25]=4)=[O:22])[C:14]=3[N:30]=2)=[CH:37]1.